From a dataset of Peptide-MHC class I binding affinity with 185,985 pairs from IEDB/IMGT. Regression. Given a peptide amino acid sequence and an MHC pseudo amino acid sequence, predict their binding affinity value. This is MHC class I binding data. (1) The peptide sequence is KIYKIIIWI. The MHC is HLA-A02:01 with pseudo-sequence HLA-A02:01. The binding affinity (normalized) is 0.533. (2) The peptide sequence is RPEFVKLTM. The MHC is HLA-B15:01 with pseudo-sequence HLA-B15:01. The binding affinity (normalized) is 0.213. (3) The peptide sequence is GVPPKVVSY. The binding affinity (normalized) is 0.0847. The MHC is HLA-A23:01 with pseudo-sequence HLA-A23:01. (4) The peptide sequence is TPKIRFWHV. The MHC is HLA-A03:01 with pseudo-sequence HLA-A03:01. The binding affinity (normalized) is 0.0847. (5) The peptide sequence is LFLDGIDKA. The MHC is HLA-B51:01 with pseudo-sequence HLA-B51:01. The binding affinity (normalized) is 0. (6) The peptide sequence is VPRPCQKSL. The MHC is HLA-B15:01 with pseudo-sequence HLA-B15:01. The binding affinity (normalized) is 0.0847.